This data is from Catalyst prediction with 721,799 reactions and 888 catalyst types from USPTO. The task is: Predict which catalyst facilitates the given reaction. (1) Reactant: [NH2:1][CH2:2][CH:3]1[CH2:8][CH2:7][N:6]([C:9]([O:11][C:12]([CH3:15])([CH3:14])[CH3:13])=[O:10])[CH2:5][CH2:4]1.[NH2:16][C:17]1[CH:25]=[CH:24][C:20]([C:21](O)=[O:22])=[CH:19][CH:18]=1.CN1CCOCC1.Cl.CN(C)CCCN=C=NCC. Product: [NH2:16][C:17]1[CH:25]=[CH:24][C:20]([C:21]([NH:1][CH2:2][CH:3]2[CH2:8][CH2:7][N:6]([C:9]([O:11][C:12]([CH3:15])([CH3:14])[CH3:13])=[O:10])[CH2:5][CH2:4]2)=[O:22])=[CH:19][CH:18]=1. The catalyst class is: 4. (2) Reactant: [H-].[Na+].Cl.Cl[C:5]1[CH:10]=[CH:9][N:8]=[CH:7][CH:6]=1.[C:11]([O:15][C:16]([N:18]1[CH2:23][CH2:22][CH:21]([OH:24])[CH2:20][CH2:19]1)=[O:17])([CH3:14])([CH3:13])[CH3:12].C(=O)([O-])O.[Na+]. Product: [N:8]1[CH:9]=[CH:10][C:5]([O:24][CH:21]2[CH2:20][CH2:19][N:18]([C:16]([O:15][C:11]([CH3:14])([CH3:13])[CH3:12])=[O:17])[CH2:23][CH2:22]2)=[CH:6][CH:7]=1. The catalyst class is: 16. (3) The catalyst class is: 46. Product: [C:37](=[O:38])([O:16][C:13]([CH3:14])([CH3:15])[CH:12]([NH:11][C:9]([NH:8][C:5]1[CH:6]=[CH:7][C:2]([Cl:1])=[CH:3][CH:4]=1)=[O:10])[C:17]([N:19]1[CH2:24][CH2:23][N:22]([N:25]2[CH2:29][C:28]3=[CH:30][N:31]=[C:32]([CH3:33])[N:27]3[C:26]2=[O:34])[CH2:21][CH2:20]1)=[O:18])[NH2:39]. Reactant: [Cl:1][C:2]1[CH:7]=[CH:6][C:5]([NH:8][C:9]([NH:11][CH:12]([C:17]([N:19]2[CH2:24][CH2:23][N:22]([N:25]3[CH2:29][C:28]4=[CH:30][N:31]=[C:32]([CH3:33])[N:27]4[C:26]3=[O:34])[CH2:21][CH2:20]2)=[O:18])[C:13]([OH:16])([CH3:15])[CH3:14])=[O:10])=[CH:4][CH:3]=1.ClC(Cl)(Cl)[C:37]([N:39]=C=O)=[O:38].CO.C(=O)([O-])[O-].[K+].[K+]. (4) Reactant: [Br:1][C:2]1[CH:3]=[C:4]([CH2:9][C@H:10]([NH:33][C:34](=[O:36])[CH3:35])[C@H:11]([OH:32])[CH2:12][NH:13][C@@H:14]2[C:23]3[C:18](=[N:19][CH:20]=[C:21]([CH2:24][C:25]([CH3:28])([CH3:27])[CH3:26])[CH:22]=3)[O:17][C:16]3([CH2:31][CH2:30][CH2:29]3)[CH2:15]2)[CH:5]=[CH:6][C:7]=1[F:8].[CH:37](OC)(OC)OC.C=O.C(O[BH-](OC(=O)C)OC(=O)C)(=O)C.[Na+]. Product: [Br:1][C:2]1[CH:3]=[C:4]([CH2:9][C@H:10]([NH:33][C:34](=[O:36])[CH3:35])[C@H:11]([OH:32])[CH2:12][N:13]([C@@H:14]2[C:23]3[C:18](=[N:19][CH:20]=[C:21]([CH2:24][C:25]([CH3:27])([CH3:28])[CH3:26])[CH:22]=3)[O:17][C:16]3([CH2:31][CH2:30][CH2:29]3)[CH2:15]2)[CH3:37])[CH:5]=[CH:6][C:7]=1[F:8]. The catalyst class is: 2. (5) Reactant: C[O:2][C:3]1[CH:8]=[CH:7][C:6]([C:9]2[CH:10]=[CH:11][C:12]([CH:18]=[O:19])=[C:13]3[C:17]=2[S:16][CH:15]=[CH:14]3)=[CH:5][CH:4]=1.B(Br)(Br)Br. Product: [OH:2][C:3]1[CH:8]=[CH:7][C:6]([C:9]2[CH:10]=[CH:11][C:12]([CH:18]=[O:19])=[C:13]3[C:17]=2[S:16][CH:15]=[CH:14]3)=[CH:5][CH:4]=1. The catalyst class is: 2. (6) Reactant: [CH2:1]1[O:9][C:8]2[CH:7]=[CH:6][C:5]([C:10]([C:12]#[C:13][CH2:14][NH:15][S:16]([C:19]3[CH:24]=[CH:23][CH:22]=[C:21]([Cl:25])[CH:20]=3)(=[O:18])=[O:17])=O)=[CH:4][C:3]=2[O:2]1.[BrH:26]. Product: [Br:26][C:13]1[CH:12]=[C:10]([C:5]2[CH:6]=[CH:7][C:8]3[O:9][CH2:1][O:2][C:3]=3[CH:4]=2)[N:15]([S:16]([C:19]2[CH:24]=[CH:23][CH:22]=[C:21]([Cl:25])[CH:20]=2)(=[O:18])=[O:17])[CH:14]=1. The catalyst class is: 15.